Dataset: Peptide-MHC class I binding affinity with 185,985 pairs from IEDB/IMGT. Task: Regression. Given a peptide amino acid sequence and an MHC pseudo amino acid sequence, predict their binding affinity value. This is MHC class I binding data. The peptide sequence is DYIYLPLLK. The MHC is HLA-A30:01 with pseudo-sequence HLA-A30:01. The binding affinity (normalized) is 0.0495.